From a dataset of CYP3A4 inhibition data for predicting drug metabolism from PubChem BioAssay. Regression/Classification. Given a drug SMILES string, predict its absorption, distribution, metabolism, or excretion properties. Task type varies by dataset: regression for continuous measurements (e.g., permeability, clearance, half-life) or binary classification for categorical outcomes (e.g., BBB penetration, CYP inhibition). Dataset: cyp3a4_veith. (1) The molecule is CCC(=O)Nc1ccc(C(=O)Nc2ccc3c(c2)OCO3)cc1. The result is 1 (inhibitor). (2) The compound is Cc1ccc(N=C/C(C(=O)C(F)(F)F)=C(\O)c2cccs2)cc1. The result is 1 (inhibitor). (3) The compound is CCN(CC)CCOC(=O)[C@@H](Cc1cccc2ccccc12)C[C@@H]1CCCO1. The result is 1 (inhibitor). (4) The compound is Cc1c(S(=O)(=O)O)ccc(N=Nc2c(O)c(C(=O)O)cc3ccccc23)c1Cl. The result is 0 (non-inhibitor).